This data is from Forward reaction prediction with 1.9M reactions from USPTO patents (1976-2016). The task is: Predict the product of the given reaction. (1) Given the reactants [F:1][C:2]1[CH:7]=[CH:6][C:5]([NH:8][C:9]2[N:17]=[CH:16][CH:15]=[CH:14][C:10]=2[C:11]([OH:13])=O)=[CH:4][CH:3]=1.CCN=C=NCCCN(C)C.C1C=CC2N(O)N=NC=2C=1.CCN(C(C)C)C(C)C.[CH3:48][C:49]([NH2:53])([C:51]#[CH:52])[CH3:50], predict the reaction product. The product is: [F:1][C:2]1[CH:3]=[CH:4][C:5]([NH:8][C:9]2[N:17]=[CH:16][CH:15]=[CH:14][C:10]=2[C:11]([NH:53][C:49]([CH3:50])([C:51]#[CH:52])[CH3:48])=[O:13])=[CH:6][CH:7]=1. (2) The product is: [I:43][C:44]1[CH:45]=[C:46]([NH:47][C:6]([C:3]2[CH:4]=[CH:5][S:1][CH:2]=2)=[O:8])[CH:48]=[CH:49][C:50]=1[CH3:51]. Given the reactants [S:1]1[CH:5]=[CH:4][C:3]([C:6]([OH:8])=O)=[CH:2]1.CN(C(ON1N=NC2C=CC=NC1=2)=[N+](C)C)C.F[P-](F)(F)(F)(F)F.C1C=CC2N(O)N=NC=2C=1.[I:43][C:44]1[CH:45]=[C:46]([CH:48]=[CH:49][C:50]=1[CH3:51])[NH2:47], predict the reaction product. (3) Given the reactants I[C:2]1[N:6]2[CH:7]=[CH:8][C:9]([O:11][CH3:12])=[N:10][C:5]2=[N:4][C:3]=1[CH:13]([CH3:15])[CH3:14].[F:16][C:17]1[CH:18]=[CH:19][C:20]2=[C:21]([CH:37]=1)[O:22][CH2:23][C:24]1[CH:34]=[C:33]([CH:35]=[O:36])[CH:32]=[CH:31][C:25]=1/[C:26]/2=[C:27](/[CH3:30])\[C:28]#[N:29], predict the reaction product. The product is: [F:16][C:17]1[CH:18]=[CH:19][C:20]2=[C:21]([CH:37]=1)[O:22][CH2:23][C:24]1[CH:34]=[C:33]([CH:35]([OH:36])[C:2]3[N:6]4[CH:7]=[CH:8][C:9]([O:11][CH3:12])=[N:10][C:5]4=[N:4][C:3]=3[CH:13]([CH3:15])[CH3:14])[CH:32]=[CH:31][C:25]=1/[C:26]/2=[C:27](/[CH3:30])\[C:28]#[N:29]. (4) The product is: [CH2:1]([O:3][C:4]1[C:13]([NH:14][C:15]([N:35]2[CH2:34][CH2:33][N:32]([C:27]3[CH:28]=[CH:29][CH:30]=[CH:31][C:26]=3[S:25][CH3:24])[CH2:37][CH2:36]2)=[O:23])=[N:12][C:11]2[C:6](=[CH:7][CH:8]=[CH:9][CH:10]=2)[N:5]=1)[CH3:2]. Given the reactants [CH2:1]([O:3][C:4]1[C:13]([NH:14][C:15](=[O:23])OC2C=CC=CC=2)=[N:12][C:11]2[C:6](=[CH:7][CH:8]=[CH:9][CH:10]=2)[N:5]=1)[CH3:2].[CH3:24][S:25][C:26]1[CH:31]=[CH:30][CH:29]=[CH:28][C:27]=1[N:32]1[CH2:37][CH2:36][NH:35][CH2:34][CH2:33]1, predict the reaction product. (5) Given the reactants C([O:5][C:6](=[O:44])[C:7]1[CH:12]=[CH:11][C:10]([O:13][C:14]2[CH:19]=[CH:18][C:17]([CH2:20][N:21]3[CH2:26][CH2:25][CH:24]([N:27]4[C@H:31]([CH2:32][CH:33]([CH3:35])[CH3:34])[CH2:30][N:29]([CH:36]5[CH2:40][CH2:39][CH2:38][CH2:37]5)[C:28]4=[O:41])[CH2:23][CH2:22]3)=[C:16]([CH2:42][CH3:43])[N:15]=2)=[CH:9][CH:8]=1)(C)(C)C.C(O)(C(F)(F)F)=O, predict the reaction product. The product is: [CH:36]1([N:29]2[CH2:30][C@@H:31]([CH2:32][CH:33]([CH3:35])[CH3:34])[N:27]([CH:24]3[CH2:25][CH2:26][N:21]([CH2:20][C:17]4[CH:18]=[CH:19][C:14]([O:13][C:10]5[CH:11]=[CH:12][C:7]([C:6]([OH:44])=[O:5])=[CH:8][CH:9]=5)=[N:15][C:16]=4[CH2:42][CH3:43])[CH2:22][CH2:23]3)[C:28]2=[O:41])[CH2:40][CH2:39][CH2:38][CH2:37]1. (6) Given the reactants [CH3:1][N:2]1[CH:12]=[CH:11][C:5]2[O:6][CH2:7][C:8](=[O:10])[NH:9][C:4]=2[C:3]1=[O:13].C1C(=O)N([Br:21])C(=O)C1.CC(=O)OCC, predict the reaction product. The product is: [Br:21][C:11]1[C:5]2[O:6][CH2:7][C:8](=[O:10])[NH:9][C:4]=2[C:3](=[O:13])[N:2]([CH3:1])[CH:12]=1. (7) Given the reactants [CH:1]1([C:4]2[O:8][N:7]=[C:6]([C:9]3[C:14]([Cl:15])=[CH:13][CH:12]=[CH:11][C:10]=3[Cl:16])[C:5]=2[CH2:17][O:18][C@H:19]2[CH2:24][CH2:23][C@H:22]([C:25]3[CH:30]=[CH:29][C:28]([O:31]CC4C=CC(OC)=CC=4)=[CH:27][CH:26]=3)[CH2:21][CH2:20]2)[CH2:3][CH2:2]1.COC1C=CC=CC=1.FC(F)(F)C(O)=O, predict the reaction product. The product is: [CH:1]1([C:4]2[O:8][N:7]=[C:6]([C:9]3[C:10]([Cl:16])=[CH:11][CH:12]=[CH:13][C:14]=3[Cl:15])[C:5]=2[CH2:17][O:18][C@H:19]2[CH2:20][CH2:21][C@H:22]([C:25]3[CH:26]=[CH:27][C:28]([OH:31])=[CH:29][CH:30]=3)[CH2:23][CH2:24]2)[CH2:2][CH2:3]1.